From a dataset of Catalyst prediction with 721,799 reactions and 888 catalyst types from USPTO. Predict which catalyst facilitates the given reaction. (1) Reactant: [OH:1][C@@H:2]1[CH2:7][CH2:6][CH2:5][N:4]([C:8]([O:10][C:11]([CH3:14])([CH3:13])[CH3:12])=[O:9])[CH2:3]1.[H-].[Na+].Cl[C:18]1[CH:27]=[CH:26][C:25]2[C:20](=[C:21]([C:28]3[NH:36][C:35]4[CH2:34][CH2:33][NH:32][C:31](=[O:37])[C:30]=4[CH:29]=3)[CH:22]=[CH:23][CH:24]=2)[N:19]=1. Product: [O:37]=[C:31]1[C:30]2[CH:29]=[C:28]([C:21]3[CH:22]=[CH:23][CH:24]=[C:25]4[C:20]=3[N:19]=[C:18]([O:1][C@@H:2]3[CH2:7][CH2:6][CH2:5][N:4]([C:8]([O:10][C:11]([CH3:14])([CH3:13])[CH3:12])=[O:9])[CH2:3]3)[CH:27]=[CH:26]4)[NH:36][C:35]=2[CH2:34][CH2:33][NH:32]1. The catalyst class is: 1. (2) Reactant: [CH3:1][C:2]1[CH:3]=[C:4]([NH:16][C:17]2[C:18]3[N:25]([CH2:26][CH2:27]O)[CH:24]=[CH:23][C:19]=3[N:20]=[CH:21][N:22]=2)[CH:5]=[CH:6][C:7]=1[O:8][C:9]1[CH:10]=[N:11][C:12]([CH3:15])=[CH:13][CH:14]=1.C(P(CCCC)CCCC)CCC.N(/C(N1CCCCC1)=O)=N\C(N1CCCCC1)=O. Product: [CH3:1][C:2]1[CH:3]=[C:4]([N:16]2[C:17]3[C:18]4=[C:19]([CH:23]=[CH:24][N:25]4[CH2:26][CH2:27]2)[N:20]=[CH:21][N:22]=3)[CH:5]=[CH:6][C:7]=1[O:8][C:9]1[CH:10]=[N:11][C:12]([CH3:15])=[CH:13][CH:14]=1. The catalyst class is: 93. (3) The catalyst class is: 20. Reactant: [CH3:1][O:2][C@H:3]1[CH2:20][C@@:19]2([CH3:21])[C@@H:6]([CH2:7][CH2:8][C@@H:9]3[C@@H:18]2[CH2:17][CH2:16][C@@:14]2([CH3:15])[C@H:10]3[CH2:11][CH2:12][C:13]2=[CH2:22])[CH2:5][C@@H:4]1[O:23][CH2:24][O:25][CH3:26].B1C2CCCC1CCC2.[OH:36]O.[OH-].[Na+]. Product: [CH3:1][O:2][C@H:3]1[CH2:20][C@@:19]2([CH3:21])[C@@H:6]([CH2:7][CH2:8][C@@H:9]3[C@@H:18]2[CH2:17][CH2:16][C@@:14]2([CH3:15])[C@H:10]3[CH2:11][CH2:12][C@@H:13]2[CH2:22][OH:36])[CH2:5][C@@H:4]1[O:23][CH2:24][O:25][CH3:26]. (4) Reactant: [CH:1]1([NH:6][C:7]2[C:12]([CH:13]=O)=[CH:11][N:10]=[C:9]([S:15][CH3:16])[N:8]=2)[CH2:5][CH2:4][CH2:3][CH2:2]1.[CH2:17]([NH2:24])[C:18]1[CH:23]=[CH:22][CH:21]=[CH:20][CH:19]=1. Product: [CH2:17]([N:24]=[CH:13][C:12]1[C:7]([NH:6][CH:1]2[CH2:5][CH2:4][CH2:3][CH2:2]2)=[N:8][C:9]([S:15][CH3:16])=[N:10][CH:11]=1)[C:18]1[CH:23]=[CH:22][CH:21]=[CH:20][CH:19]=1. The catalyst class is: 11. (5) Reactant: Cl.[NH2:2][OH:3].C(=O)(O)[O-].[Na+].[CH3:9][O:10][C:11]1[CH:36]=[C:35]([O:37][CH3:38])[CH:34]=[CH:33][C:12]=1[CH2:13][N:14]1[C@H:17]([CH2:18][CH:19]=O)[C@H:16]([NH:21][C:22](=[O:31])[O:23][CH2:24][C:25]2[CH:30]=[CH:29][CH:28]=[CH:27][CH:26]=2)[C:15]1=[O:32]. Product: [CH3:9][O:10][C:11]1[CH:36]=[C:35]([O:37][CH3:38])[CH:34]=[CH:33][C:12]=1[CH2:13][N:14]1[C:15](=[O:32])[C@@H:16]([NH:21][C:22](=[O:31])[O:23][CH2:24][C:25]2[CH:26]=[CH:27][CH:28]=[CH:29][CH:30]=2)[C@H:17]1[CH2:18]/[CH:19]=[N:2]/[OH:3]. The catalyst class is: 315. (6) Reactant: [Cl:1][C:2]1[CH:3]=[C:4]([C@@H:12]([CH2:16][CH:17]2[CH2:21][CH2:20][CH2:19][CH2:18]2)[C:13]([OH:15])=O)[CH:5]=[CH:6][C:7]=1[S:8]([CH3:11])(=[O:10])=[O:9].C(Cl)(=O)C(Cl)=O.[CH2:28]([O:31][C:32]1[N:33]=[CH:34][C:35]([NH2:38])=[N:36][CH:37]=1)[CH:29]=[CH2:30].N1C=CC=CC=1. Product: [CH2:28]([O:31][C:32]1[N:33]=[CH:34][C:35]([NH:38][C:13](=[O:15])[C@@H:12]([C:4]2[CH:5]=[CH:6][C:7]([S:8]([CH3:11])(=[O:9])=[O:10])=[C:2]([Cl:1])[CH:3]=2)[CH2:16][CH:17]2[CH2:21][CH2:20][CH2:19][CH2:18]2)=[N:36][CH:37]=1)[CH:29]=[CH2:30]. The catalyst class is: 306. (7) Reactant: [CH3:1][N:2]1[C:10]2[C:5](=[CH:6][C:7]([C@H:12]([OH:15])[CH2:13][Cl:14])=[CH:8][C:9]=2[Cl:11])[CH2:4][CH2:3]1.C1(Cl)C(Cl)=C(Cl)C(=O)C(=O)C=1Cl. Product: [Cl:14][CH2:13][C@H:12]([C:7]1[CH:6]=[C:5]2[C:10](=[C:9]([Cl:11])[CH:8]=1)[N:2]([CH3:1])[CH:3]=[CH:4]2)[OH:15]. The catalyst class is: 310. (8) Reactant: [CH2:1]([O:3][C:4](=[O:13])[CH2:5][C:6]1[CH:11]=[CH:10][CH:9]=[C:8]([OH:12])[CH:7]=1)[CH3:2].[H-].[Na+].C1[CH2:20][O:19][CH2:18]C1. Product: [CH2:1]([O:3][C:4](=[O:13])[CH2:5][C:6]1[CH:11]=[CH:10][CH:9]=[C:8]([O:12][CH2:18][O:19][CH3:20])[CH:7]=1)[CH3:2]. The catalyst class is: 6. (9) Reactant: [O:1]1[CH:5]2[O:6][CH2:7][CH2:8][CH:4]2[CH:3]([OH:9])[CH2:2]1.C(N(CC)CC)C.[C:17](OC(=O)C)(=[O:19])[CH3:18].O. Product: [C:17]([O:9][CH:3]1[CH:4]2[CH:5]([O:6][CH2:7][CH2:8]2)[O:1][CH2:2]1)(=[O:19])[CH3:18]. The catalyst class is: 4. (10) Reactant: [Cl:1][C:2]1[CH:7]=[C:6]([F:8])[CH:5]=[CH:4][C:3]=1[C:9]([N:11]1[CH2:16][CH2:15][NH:14][C:13](=O)[CH2:12]1)=[O:10].F[B-](F)(F)F.C([O+](CC)CC)C.[N:30]1[CH:35]=[CH:34][N:33]=[CH:32][C:31]=1[C:36]([NH:38][NH2:39])=O. Product: [Cl:1][C:2]1[CH:7]=[C:6]([F:8])[CH:5]=[CH:4][C:3]=1[C:9]([N:11]1[CH2:16][CH2:15][N:14]2[C:36]([C:31]3[CH:32]=[N:33][CH:34]=[CH:35][N:30]=3)=[N:38][N:39]=[C:13]2[CH2:12]1)=[O:10]. The catalyst class is: 4.